From a dataset of NCI-60 drug combinations with 297,098 pairs across 59 cell lines. Regression. Given two drug SMILES strings and cell line genomic features, predict the synergy score measuring deviation from expected non-interaction effect. Drug 1: CC(C1=C(C=CC(=C1Cl)F)Cl)OC2=C(N=CC(=C2)C3=CN(N=C3)C4CCNCC4)N. Drug 2: C1CC(C1)(C(=O)O)C(=O)O.[NH2-].[NH2-].[Pt+2]. Cell line: SF-539. Synergy scores: CSS=31.3, Synergy_ZIP=-6.38, Synergy_Bliss=0.239, Synergy_Loewe=1.34, Synergy_HSA=1.24.